Dataset: HIV replication inhibition screening data with 41,000+ compounds from the AIDS Antiviral Screen. Task: Binary Classification. Given a drug SMILES string, predict its activity (active/inactive) in a high-throughput screening assay against a specified biological target. (1) The drug is CN1C(=O)c2ccccc2Sc2ccccc21. The result is 1 (active). (2) The result is 0 (inactive). The molecule is CC1CCCCC1=NNS(=O)(=O)c1ccc(N)cc1. (3) The drug is C=C(c1cc(Br)c(OC)c(C(=O)OC)c1)c1cc(Br)c(OC)c(C(=O)OC)c1. The result is 0 (inactive). (4) The drug is O=C(C=Nc1ccccc1S)c1cccs1. The result is 0 (inactive). (5) The compound is O=C(O)CCCCC[n+]1ccccc1.[Br-]. The result is 0 (inactive).